From a dataset of Reaction yield outcomes from USPTO patents with 853,638 reactions. Predict the reaction yield, written as a fraction of the theoretical maximum amount of product (1.0 means a 100% yield; for example, 0.34 means a 34% yield). (1) The reactants are [CH:1]1([CH2:6][C@@H:7]2[CH2:10][N:9]([O:11][CH2:12][C:13]3C=C[CH:16]=[CH:15][CH:14]=3)[C:8]2=[O:19])[CH2:5][CH2:4][CH2:3][CH2:2]1.[O:20]1C=CCCC1.C1(C)C=CC(S([O-])(=O)=O)=CC=1.[NH+]1C=CC=CC=1. The catalyst is C(O)C. The product is [CH:1]1([CH2:6][C@@H:7]2[CH2:10][N:9]([O:11][CH:12]3[CH2:13][CH2:14][CH2:15][CH2:16][O:20]3)[C:8]2=[O:19])[CH2:5][CH2:4][CH2:3][CH2:2]1. The yield is 1.00. (2) The reactants are C(=O)([O-])[O-].[K+].[K+].C(#N)C.Br[CH2:11][C:12]([NH:14][C:15]1[C:16]([S:24][CH3:25])=[N:17][C:18]([CH3:23])=[CH:19][C:20]=1[S:21][CH3:22])=[O:13].[SH:26][C:27]1[O:28][C:29]2[CH:35]=[CH:34][CH:33]=[CH:32][C:30]=2[N:31]=1. The catalyst is O. The product is [O:28]1[C:29]2[CH:35]=[CH:34][CH:33]=[CH:32][C:30]=2[N:31]=[C:27]1[S:26][CH2:11][C:12]([NH:14][C:15]1[C:16]([S:24][CH3:25])=[N:17][C:18]([CH3:23])=[CH:19][C:20]=1[S:21][CH3:22])=[O:13]. The yield is 0.750. (3) The reactants are [Cl:1][C:2]1[CH:7]=[C:6](/[CH:8]=[CH:9]/[CH:10]([C:15]2[CH:20]=[C:19]([Cl:21])[C:18]([Cl:22])=[C:17]([Cl:23])[CH:16]=2)[C:11]([F:14])([F:13])[F:12])[CH:5]=[CH:4][C:3]=1[CH2:24][NH2:25].[CH3:26][N:27]([CH3:31])[C:28](Cl)=[O:29]. The catalyst is C(Cl)Cl. The product is [Cl:1][C:2]1[CH:7]=[C:6](/[CH:8]=[CH:9]/[CH:10]([C:15]2[CH:20]=[C:19]([Cl:21])[C:18]([Cl:22])=[C:17]([Cl:23])[CH:16]=2)[C:11]([F:14])([F:13])[F:12])[CH:5]=[CH:4][C:3]=1[CH2:24][NH:25][C:28](=[O:29])[N:27]([CH3:31])[CH3:26]. The yield is 0.600. (4) The yield is 0.880. The product is [OH:4][C:5]1[CH:10]=[CH:9][C:8]([CH:11]=[O:12])=[C:7]([N+:13]([O-:15])=[O:14])[C:6]=1[O:16][CH3:17]. The reactants are C([O:4][C:5]1[CH:10]=[CH:9][C:8]([CH:11]=[O:12])=[C:7]([N+:13]([O-:15])=[O:14])[C:6]=1[O:16][CH3:17])(=O)C.C(=O)([O-])[O-].[K+].[K+].Cl. The catalyst is CO.O. (5) The reactants are [F:1][C:2]1[CH:22]=[CH:21][C:5]([CH2:6][CH:7]2[CH2:12][CH:11]([C:13]([O:15]C)=[O:14])[CH2:10][CH2:9][N:8]2[C:17]([O:19][CH3:20])=[O:18])=[CH:4][CH:3]=1.[Br-].[Li+].C(N(CC)CC)C.CC(OC)(C)C. The catalyst is C(#N)C.O. The product is [F:1][C:2]1[CH:3]=[CH:4][C:5]([CH2:6][CH:7]2[CH2:12][CH:11]([C:13]([OH:15])=[O:14])[CH2:10][CH2:9][N:8]2[C:17]([O:19][CH3:20])=[O:18])=[CH:21][CH:22]=1. The yield is 0.800. (6) The reactants are [NH2:1][CH2:2][C@@H:3]1[O:7][C:6](=[O:8])[N:5]([C:9]2[CH:10]=[C:11]3[C:16](=[CH:17][CH:18]=2)[CH2:15][N:14]([C:19]([O:21][CH2:22][C:23]2[CH:28]=[CH:27][CH:26]=[CH:25][CH:24]=2)=[O:20])[CH2:13][CH2:12]3)[CH2:4]1.N1C=CC=CC=1.[C:35](OC(=O)C)(=[O:37])[CH3:36]. The catalyst is C(Cl)Cl. The product is [C:35]([NH:1][CH2:2][C@@H:3]1[O:7][C:6](=[O:8])[N:5]([C:9]2[CH:10]=[C:11]3[C:16](=[CH:17][CH:18]=2)[CH2:15][N:14]([C:19]([O:21][CH2:22][C:23]2[CH:24]=[CH:25][CH:26]=[CH:27][CH:28]=2)=[O:20])[CH2:13][CH2:12]3)[CH2:4]1)(=[O:37])[CH3:36]. The yield is 0.930. (7) The reactants are [Br:1][C:2]1[N:7]=[C:6]([C:8]([OH:11])([CH3:10])[CH3:9])[CH:5]=[CH:4][CH:3]=1.[CH3:12]I.[H-].[Na+].[Cl-].[NH4+]. The catalyst is C1COCC1. The product is [Br:1][C:2]1[CH:3]=[CH:4][CH:5]=[C:6]([C:8]([O:11][CH3:12])([CH3:9])[CH3:10])[N:7]=1. The yield is 0.810. (8) The reactants are [C:1]([C:5]1[CH:10]=[CH:9][C:8]([O:11][CH2:12][C:13]([O:15][CH2:16][CH3:17])=O)=[CH:7][CH:6]=1)(=[O:4])[CH2:2][CH3:3].[OH:18]C1C=CC(C(=O)CC)=CC=1.ClCCOCCO.C([O-])([O-])=O.[K+].[K+]. The catalyst is CC(C)=O. The product is [OH:18][CH2:17][CH2:16][O:15][CH2:13][CH2:12][O:11][C:8]1[CH:9]=[CH:10][C:5]([C:1](=[O:4])[CH2:2][CH3:3])=[CH:6][CH:7]=1. The yield is 0.890. (9) The catalyst is CN(C=O)C. The product is [CH:13]1([O:12][C:3]2[C:2]([C:23]3[CH:28]=[CH:27][CH:26]=[CH:25][N:24]=3)=[CH:11][C:6]([C:7]([O:9][CH3:10])=[O:8])=[CH:5][N:4]=2)[CH2:17][CH2:16][CH2:15][CH2:14]1. The reactants are Br[C:2]1[C:3]([O:12][CH:13]2[CH2:17][CH2:16][CH2:15][CH2:14]2)=[N:4][CH:5]=[C:6]([CH:11]=1)[C:7]([O:9][CH3:10])=[O:8].C([Sn](CCCC)(CCCC)[C:23]1[CH:28]=[CH:27][CH:26]=[CH:25][N:24]=1)CCC. The yield is 0.380.